The task is: Predict the product of the given reaction.. This data is from Forward reaction prediction with 1.9M reactions from USPTO patents (1976-2016). (1) Given the reactants [CH3:1][O:2][C:3](=[O:35])[CH2:4][C@H:5]1[C:9]2[CH:10]=[CH:11][C:12]([O:14][C@H:15]3[C:23]4[C:18](=[C:19]([O:25][C:26]5[CH:31]=[CH:30][C:29](Br)=[CH:28][C:27]=5[C:33]#[N:34])[CH:20]=[CH:21][C:22]=4[F:24])[CH2:17][CH2:16]3)=[CH:13][C:8]=2[O:7][CH2:6]1.[CH:36]([B-](F)(F)F)=[CH2:37].[K+].C([O-])([O-])=O.[Cs+].[Cs+].O, predict the reaction product. The product is: [CH3:1][O:2][C:3](=[O:35])[CH2:4][CH:5]1[C:9]2[CH:10]=[CH:11][C:12]([O:14][CH:15]3[C:23]4[C:18](=[C:19]([O:25][C:26]5[CH:31]=[CH:30][C:29]([CH:36]=[CH2:37])=[CH:28][C:27]=5[C:33]#[N:34])[CH:20]=[CH:21][C:22]=4[F:24])[CH2:17][CH2:16]3)=[CH:13][C:8]=2[O:7][CH2:6]1. (2) Given the reactants [CH2:1]([C@H:8]1[CH2:12][O:11][C:10](=[O:13])[N:9]1[C:14](=[O:37])[C@H:15]([CH2:19][C:20]1[C:24]([CH:25]2[CH2:27][CH2:26]2)=[C:23]([CH:28]2[CH2:31][CH:30]([CH2:32][C:33]([CH3:36])([CH3:35])[CH3:34])[CH2:29]2)[O:22][N:21]=1)[CH2:16][CH:17]=[CH2:18])[C:2]1[CH:7]=[CH:6][CH:5]=[CH:4][CH:3]=1.C12BC(CCC1)CCC2.C([O-])(=[O:49])C.[Na+].OO.S([O-])(O)=O.[Na+].S([O-])(O)(=O)=O.[Na+], predict the reaction product. The product is: [CH2:1]([C@H:8]1[CH2:12][O:11][C:10](=[O:13])[N:9]1[C:14](=[O:37])[C@H:15]([CH2:19][C:20]1[C:24]([CH:25]2[CH2:26][CH2:27]2)=[C:23]([CH:28]2[CH2:29][CH:30]([CH2:32][C:33]([CH3:36])([CH3:35])[CH3:34])[CH2:31]2)[O:22][N:21]=1)[CH2:16][CH2:17][CH2:18][OH:49])[C:2]1[CH:3]=[CH:4][CH:5]=[CH:6][CH:7]=1.